Dataset: Reaction yield outcomes from USPTO patents with 853,638 reactions. Task: Predict the reaction yield, written as a fraction of the theoretical maximum amount of product (1.0 means a 100% yield; for example, 0.34 means a 34% yield). The reactants are CCN(S(F)(F)[F:7])CC.O[C@H:11]1[CH2:15][C@@H:14]([C:16](=[O:35])[NH:17][CH2:18][C:19]2[CH:24]=[CH:23][N:22]=[C:21]([C:25]3[CH:26]=[N:27][C:28]([C:31]([F:34])([F:33])[F:32])=[N:29][CH:30]=3)[CH:20]=2)[N:13]([C:36]([O:38][C:39]([CH3:42])([CH3:41])[CH3:40])=[O:37])[C@H:12]1[CH3:43]. The catalyst is ClCCl. The product is [F:7][C@@H:11]1[CH2:15][C@@H:14]([C:16](=[O:35])[NH:17][CH2:18][C:19]2[CH:24]=[CH:23][N:22]=[C:21]([C:25]3[CH:26]=[N:27][C:28]([C:31]([F:32])([F:33])[F:34])=[N:29][CH:30]=3)[CH:20]=2)[N:13]([C:36]([O:38][C:39]([CH3:40])([CH3:41])[CH3:42])=[O:37])[C@H:12]1[CH3:43]. The yield is 0.370.